Dataset: Full USPTO retrosynthesis dataset with 1.9M reactions from patents (1976-2016). Task: Predict the reactants needed to synthesize the given product. (1) Given the product [OH:14][C:11]([C:9]1[S:10][C:5]2[C:4]([N:15]3[CH2:20][CH2:19][O:18][CH2:17][CH2:16]3)=[N:3][C:2]([C:27]3[CH:28]=[C:23]([CH:21]=[O:22])[CH:24]=[N:25][CH:26]=3)=[N:7][C:6]=2[CH:8]=1)([CH3:13])[CH3:12], predict the reactants needed to synthesize it. The reactants are: Cl[C:2]1[N:3]=[C:4]([N:15]2[CH2:20][CH2:19][O:18][CH2:17][CH2:16]2)[C:5]2[S:10][C:9]([C:11]([OH:14])([CH3:13])[CH3:12])=[CH:8][C:6]=2[N:7]=1.[CH:21]([C:23]1[CH:24]=[N:25][CH:26]=[C:27](B(O)O)[CH:28]=1)=[O:22]. (2) Given the product [O:1]1[C:10]2[C:5](=[CH:6][CH:7]=[CH:8][CH:9]=2)[CH:4]([NH:11][C:12]2[O:13][CH2:14][C:15]3[CH:21]=[C:20]([NH:22][C:26]([CH:23]4[CH2:25][CH2:24]4)=[O:27])[CH:19]=[CH:18][C:16]=3[N:17]=2)[CH2:3][CH2:2]1, predict the reactants needed to synthesize it. The reactants are: [O:1]1[C:10]2[C:5](=[CH:6][CH:7]=[CH:8][CH:9]=2)[CH:4]([NH:11][C:12]2[O:13][CH2:14][C:15]3[CH:21]=[C:20]([NH2:22])[CH:19]=[CH:18][C:16]=3[N:17]=2)[CH2:3][CH2:2]1.[CH:23]1([C:26](Cl)=[O:27])[CH2:25][CH2:24]1. (3) Given the product [C:1]1([C:7]2[C:12]3[S:13][C:14]4[C:19]([B:25]([OH:28])[OH:26])=[CH:18][CH:17]=[CH:16][C:15]=4[C:11]=3[CH:10]=[CH:9][CH:8]=2)[CH:2]=[CH:3][CH:4]=[CH:5][CH:6]=1, predict the reactants needed to synthesize it. The reactants are: [C:1]1([C:7]2[C:12]3[S:13][C:14]4[CH:19]=[CH:18][CH:17]=[CH:16][C:15]=4[C:11]=3[CH:10]=[CH:9][CH:8]=2)[CH:6]=[CH:5][CH:4]=[CH:3][CH:2]=1.[Li]CCCC.[B:25](OC)([O:28]C)[O:26]C.Cl. (4) Given the product [CH2:20]([CH:6]1[C:5](=[O:7])[N:4]([C@@H:8]([C:10]2[CH:15]=[CH:14][CH:13]=[CH:12][CH:11]=2)[CH3:9])[CH2:3][C:2]1([C:16]([O:18][CH3:19])=[O:17])[CH3:1])[CH3:21], predict the reactants needed to synthesize it. The reactants are: [CH3:1][C:2]1([C:16]([O:18][CH3:19])=[O:17])[CH2:6][C:5](=[O:7])[N:4]([C@@H:8]([C:10]2[CH:15]=[CH:14][CH:13]=[CH:12][CH:11]=2)[CH3:9])[CH2:3]1.[CH:20]([N-]C(C)C)(C)[CH3:21].[Li+].C(C1C=CC=CC=1)C.C(I)C. (5) Given the product [CH:1]([N:4]1[C:8]([C:9]2[S:10][C:11]3[CH2:12][CH2:13][O:14][C:15]4[CH:22]=[C:21]([CH:23]([NH2:33])[CH3:24])[CH:20]=[CH:19][C:16]=4[C:17]=3[N:18]=2)=[N:7][C:6]([CH3:26])=[N:5]1)([CH3:3])[CH3:2], predict the reactants needed to synthesize it. The reactants are: [CH:1]([N:4]1[C:8]([C:9]2[S:10][C:11]3[CH2:12][CH2:13][O:14][C:15]4[CH:22]=[C:21]([C:23](=O)[CH3:24])[CH:20]=[CH:19][C:16]=4[C:17]=3[N:18]=2)=[N:7][C:6]([CH3:26])=[N:5]1)([CH3:3])[CH3:2].C([O-])(=O)C.[NH4+].C([BH3-])#[N:33].[Na+].[OH-].[Na+]. (6) Given the product [C:42]([NH:1][C:2]1[CH:11]=[CH:10][C:9]2[C:4](=[CH:5][CH:6]=[CH:7][CH:8]=2)[C:3]=1[C:12]1[C:21]2[C:16](=[CH:17][CH:18]=[CH:19][CH:20]=2)[CH:15]=[CH:14][C:13]=1[P:22]([C:24]1[CH:25]=[CH:26][CH:27]=[CH:28][CH:29]=1)([C:30]1[CH:31]=[CH:32][CH:33]=[CH:34][CH:35]=1)=[O:23])(=[O:44])[CH3:43], predict the reactants needed to synthesize it. The reactants are: [NH2:1][C:2]1[CH:11]=[CH:10][C:9]2[C:4](=[CH:5][CH:6]=[CH:7][CH:8]=2)[C:3]=1[C:12]1[C:21]2[C:16](=[CH:17][CH:18]=[CH:19][CH:20]=2)[CH:15]=[CH:14][C:13]=1[P:22]([C:30]1[CH:35]=[CH:34][CH:33]=[CH:32][CH:31]=1)([C:24]1[CH:29]=[CH:28][CH:27]=[CH:26][CH:25]=1)=[O:23].N1C=CC=CC=1.[C:42](Cl)(=[O:44])[CH3:43].[Cl-].[NH4+].